From a dataset of Forward reaction prediction with 1.9M reactions from USPTO patents (1976-2016). Predict the product of the given reaction. (1) Given the reactants Br[C:2]1[C:11]([NH:12][C:13](=[O:26])[C:14](=[O:25])[CH2:15][C:16]([CH3:24])([C:18]2[CH:23]=[CH:22][CH:21]=[CH:20][CH:19]=2)[CH3:17])=[CH:10][CH:9]=[C:8]2[C:3]=1[CH2:4][O:5][C:6]2=[O:7].NC1C=C2C(=CC=1)C(=O)OC2.[I:38]C1C=C(C(C)(C)CC(=O)C(O)=O)C=CC=1, predict the reaction product. The product is: [I:38][C:20]1[CH:19]=[C:18]([C:16]([CH3:24])([CH3:17])[CH2:15][C:14](=[O:25])[C:13]([NH:12][C:11]2[CH:2]=[C:3]3[C:8](=[CH:9][CH:10]=2)[C:6](=[O:7])[O:5][CH2:4]3)=[O:26])[CH:23]=[CH:22][CH:21]=1. (2) Given the reactants [Mg].II.[CH:4]([C:7]1[CH:8]=[C:9](Br)[CH:10]=[CH:11][CH:12]=1)([CH3:6])[CH3:5].BrCCBr.[C:18](=[O:20])=[O:19].Cl, predict the reaction product. The product is: [CH:4]([C:7]1[CH:8]=[C:9]([CH:10]=[CH:11][CH:12]=1)[C:18]([OH:20])=[O:19])([CH3:6])[CH3:5]. (3) Given the reactants Br[C:2]1[CH:3]=[C:4]([C:8]2[N:13]=[C:12]3[N:14]([CH3:17])[N:15]=[CH:16][C:11]3=[C:10]([C:18]([O:20][CH2:21][CH3:22])=[O:19])[N:9]=2)[CH:5]=[CH:6][CH:7]=1.[C:23]([C@:25]1([OH:32])[CH2:29][CH2:28][N:27]([CH3:30])[C:26]1=[O:31])#[CH:24], predict the reaction product. The product is: [OH:32][C@@:25]1([C:23]#[C:24][C:2]2[CH:3]=[C:4]([C:8]3[N:13]=[C:12]4[N:14]([CH3:17])[N:15]=[CH:16][C:11]4=[C:10]([C:18]([O:20][CH2:21][CH3:22])=[O:19])[N:9]=3)[CH:5]=[CH:6][CH:7]=2)[CH2:29][CH2:28][N:27]([CH3:30])[C:26]1=[O:31]. (4) Given the reactants [N+:1]([C:4]1[CH:5]=[C:6]([CH:41]=[C:42]([N+:44]([O-])=O)[CH:43]=1)[C:7]([O:9][CH2:10][CH2:11][CH2:12][CH2:13][CH2:14][CH2:15][O:16][C:17](=[O:40])/[CH:18]=[CH:19]/[C:20]1[CH:25]=[CH:24][C:23]([O:26][C:27]([CH:29]2[CH2:34][CH2:33][CH:32]([CH2:35][CH2:36][CH2:37][CH2:38][CH3:39])[CH2:31][CH2:30]2)=[O:28])=[CH:22][CH:21]=1)=[O:8])([O-])=O, predict the reaction product. The product is: [NH2:44][C:42]1[CH:41]=[C:6]([CH:5]=[C:4]([NH2:1])[CH:43]=1)[C:7]([O:9][CH2:10][CH2:11][CH2:12][CH2:13][CH2:14][CH2:15][O:16][C:17](=[O:40])/[CH:18]=[CH:19]/[C:20]1[CH:21]=[CH:22][C:23]([O:26][C:27]([CH:29]2[CH2:30][CH2:31][CH:32]([CH2:35][CH2:36][CH2:37][CH2:38][CH3:39])[CH2:33][CH2:34]2)=[O:28])=[CH:24][CH:25]=1)=[O:8]. (5) The product is: [F:27][C:24]([F:25])([F:26])[C:16]1[CH:15]=[C:14]([NH:13][C:11](=[O:12])[C:10]2[CH:28]=[C:29]([C:32]3[N:33]=[C:34]([CH3:37])[S:35][CH:36]=3)[CH:30]=[CH:31][C:9]=2[OH:8])[CH:19]=[C:18]([C:20]([F:21])([F:22])[F:23])[CH:17]=1. Given the reactants C([O:8][C:9]1[CH:31]=[CH:30][C:29]([C:32]2[N:33]=[C:34]([CH3:37])[S:35][CH:36]=2)=[CH:28][C:10]=1[C:11]([NH:13][C:14]1[CH:19]=[C:18]([C:20]([F:23])([F:22])[F:21])[CH:17]=[C:16]([C:24]([F:27])([F:26])[F:25])[CH:15]=1)=[O:12])C1C=CC=CC=1, predict the reaction product. (6) Given the reactants [CH2:1]([N:3]1[C:7]2=[N:8][C:9]([CH2:48][CH3:49])=[C:10]([CH2:19][NH:20][C:21]([C:23]3[CH:28]=[CH:27][CH:26]=[C:25]([C:29]([NH:31][CH2:32][C:33]4[C:34]([CH3:47])=[C:35]([C:39]5[CH:44]=[CH:43][CH:42]=[C:41](C=O)[CH:40]=5)[CH:36]=[CH:37][CH:38]=4)=[O:30])[CH:24]=3)=[O:22])[C:11]([NH:12][CH:13]3[CH2:18][CH2:17][O:16][CH2:15][CH2:14]3)=[C:6]2[CH:5]=[N:4]1)[CH3:2].[N:50]1([C:56](OC(C)(C)C)=O)[CH2:55][CH2:54][NH:53][CH2:52][CH2:51]1.C(O[BH-](OC(=O)C)OC(=O)C)(=O)C.[Na+].CC(O)=O, predict the reaction product. The product is: [CH2:1]([N:3]1[C:7]2=[N:8][C:9]([CH2:48][CH3:49])=[C:10]([CH2:19][NH:20][C:21]([C:23]3[CH:28]=[CH:27][CH:26]=[C:25]([C:29]([NH:31][CH2:32][C:33]4[C:34]([CH3:47])=[C:35]([C:39]5[CH:44]=[CH:43][CH:42]=[C:41]([CH2:56][N:50]6[CH2:51][CH2:52][NH:53][CH2:54][CH2:55]6)[CH:40]=5)[CH:36]=[CH:37][CH:38]=4)=[O:30])[CH:24]=3)=[O:22])[C:11]([NH:12][CH:13]3[CH2:18][CH2:17][O:16][CH2:15][CH2:14]3)=[C:6]2[CH:5]=[N:4]1)[CH3:2].